From a dataset of Peptide-MHC class I binding affinity with 185,985 pairs from IEDB/IMGT. Regression. Given a peptide amino acid sequence and an MHC pseudo amino acid sequence, predict their binding affinity value. This is MHC class I binding data. The peptide sequence is YYLEKANKI. The MHC is HLA-A02:06 with pseudo-sequence HLA-A02:06. The binding affinity (normalized) is 0.0847.